Dataset: Full USPTO retrosynthesis dataset with 1.9M reactions from patents (1976-2016). Task: Predict the reactants needed to synthesize the given product. (1) Given the product [CH:1]([NH:14][C:15]([C:17]1[S:18][C:19]([C:22]2[N:26]([C:27]3[CH:28]=[CH:29][C:30]([OH:33])=[CH:31][CH:32]=3)[C:25]3[CH:35]=[CH:36][CH:37]=[CH:38][C:24]=3[N:23]=2)=[CH:20][CH:21]=1)=[O:16])([C:2]1[CH:3]=[CH:4][CH:5]=[CH:6][CH:7]=1)[C:8]1[CH:9]=[CH:10][CH:11]=[CH:12][CH:13]=1, predict the reactants needed to synthesize it. The reactants are: [CH:1]([NH:14][C:15]([C:17]1[S:18][C:19]([C:22]2[N:26]([C:27]3[CH:32]=[CH:31][C:30]([O:33]C)=[CH:29][CH:28]=3)[C:25]3[CH:35]=[CH:36][CH:37]=[CH:38][C:24]=3[N:23]=2)=[CH:20][CH:21]=1)=[O:16])([C:8]1[CH:13]=[CH:12][CH:11]=[CH:10][CH:9]=1)[C:2]1[CH:7]=[CH:6][CH:5]=[CH:4][CH:3]=1.B(Br)(Br)Br. (2) Given the product [F:16][C:17]1[CH:18]=[C:19]([CH:23]=[CH:24][CH:25]=1)[C:20]([N:11]=[C:9]1[N:8]([CH:27]([CH2:32][CH3:33])[C:28]([OH:30])=[O:29])[C:7]2[CH:12]=[CH:13][C:4]([O:3][C:2]([F:1])([F:14])[F:15])=[CH:5][C:6]=2[S:10]1)=[O:21], predict the reactants needed to synthesize it. The reactants are: [F:1][C:2]([F:15])([F:14])[O:3][C:4]1[CH:13]=[CH:12][C:7]2[N:8]=[C:9]([NH2:11])[S:10][C:6]=2[CH:5]=1.[F:16][C:17]1[CH:18]=[C:19]([CH:23]=[CH:24][CH:25]=1)[C:20](Cl)=[O:21].Br[CH:27]([CH2:32][CH3:33])[C:28]([O:30]C)=[O:29].COC1C=CC2N=C(N)SC=2C=1.ClC1C=C(C=CC=1)C(Cl)=O.BrCC(OCC)=O. (3) Given the product [C:9]([NH:8][C:3]1[CH:4]=[CH:5][CH:6]=[CH:7][C:2]=1[C:22]1[CH2:27][CH2:26][N:25]([C:28]([O:30][C:31]([CH3:34])([CH3:33])[CH3:32])=[O:29])[CH2:24][CH:23]=1)(=[O:13])[CH:10]([CH3:12])[CH3:11], predict the reactants needed to synthesize it. The reactants are: I[C:2]1[CH:7]=[CH:6][CH:5]=[CH:4][C:3]=1[NH:8][C:9](=[O:13])[CH:10]([CH3:12])[CH3:11].CC1(C)C(C)(C)OB([C:22]2[CH2:23][CH2:24][N:25]([C:28]([O:30][C:31]([CH3:34])([CH3:33])[CH3:32])=[O:29])[CH2:26][CH:27]=2)O1. (4) Given the product [CH3:19][N:20]1[C:24]([CH:25]2[C:28](=[O:27])[C:29]3[C:14]([C:13]([O:12][CH2:11][CH3:10])=[O:18])=[CH:15][CH:16]=[CH:17][C:9]=3[NH:8][CH:1]2[C:2]2[CH:3]=[CH:4][CH:5]=[CH:6][CH:7]=2)=[CH:23][N:22]=[CH:21]1, predict the reactants needed to synthesize it. The reactants are: [CH:1](=[N:8]/[C:9]1[CH:17]=[CH:16][CH:15]=[C:14]2[C:10]=1[CH2:11][O:12][C:13]2=[O:18])\[C:2]1[CH:7]=[CH:6][CH:5]=[CH:4][CH:3]=1.[CH3:19][N:20]1[C:24]([CH:25]=O)=[CH:23][N:22]=[CH:21]1.[O-:27][CH2:28][CH3:29].[Na+].C(O)C. (5) Given the product [CH3:1][O:2][C:3]([C:5]1[CH:6]=[C:7]([Cl:30])[CH:8]=[C:9]2[C:14]=1[NH:13][CH:12]([C:15]1[CH:20]=[CH:19][CH:18]=[C:17]([NH:21][C:22]([CH3:24])([C:25](=[O:26])[NH:33][CH3:32])[CH3:23])[CH:16]=1)[C:11]([CH3:28])([CH3:29])[CH2:10]2)=[O:4], predict the reactants needed to synthesize it. The reactants are: [CH3:1][O:2][C:3]([C:5]1[CH:6]=[C:7]([Cl:30])[CH:8]=[C:9]2[C:14]=1[NH:13][CH:12]([C:15]1[CH:20]=[CH:19][CH:18]=[C:17]([NH:21][C:22]([C:25](O)=[O:26])([CH3:24])[CH3:23])[CH:16]=1)[C:11]([CH3:29])([CH3:28])[CH2:10]2)=[O:4].Cl.[CH3:32][N:33](C)CCCN=C=NCC.CN.C(N(CC)CC)C. (6) The reactants are: [H-].[Na+].[C:3]([CH2:5][C:6]1[CH:13]=[CH:12][C:9]([C:10]#[N:11])=[CH:8][CH:7]=1)#[N:4].Cl[CH2:15][CH2:16][O:17][CH2:18]Cl. Given the product [C:10]([C:9]1[CH:12]=[CH:13][C:6]([C:5]2([C:3]#[N:4])[CH2:15][CH2:16][O:17][CH2:18]2)=[CH:7][CH:8]=1)#[N:11], predict the reactants needed to synthesize it. (7) Given the product [Cl:1][C:2]1[CH:7]=[CH:6][CH:5]=[CH:4][C:3]=1[N:8]1[C:12]([C:13]2[CH:18]=[CH:17][C:16]([S:19]([CH3:22])(=[O:21])=[O:20])=[CH:15][N:14]=2)=[N:11][N:10]=[C:9]1[C:23]([F:40])=[C:24]([C:25]1[O:38][C:29]([C:30]2[CH:31]=[CH:32][C:33]([C:36]#[N:37])=[CH:34][CH:35]=2)=[N:28][N:27]=1)[F:39], predict the reactants needed to synthesize it. The reactants are: [Cl:1][C:2]1[CH:7]=[CH:6][CH:5]=[CH:4][C:3]=1[N:8]1[C:12]([C:13]2[CH:18]=[CH:17][C:16]([S:19]([CH3:22])(=[O:21])=[O:20])=[CH:15][N:14]=2)=[N:11][N:10]=[C:9]1[C:23]([F:40])=[C:24]([F:39])[C:25]([NH:27][NH:28][C:29](=[O:38])[C:30]1[CH:35]=[CH:34][C:33]([C:36]#[N:37])=[CH:32][CH:31]=1)=O.C1(P(C2C=CC=CC=2)C2C=CC=CC=2)C=CC=CC=1.C(Br)(Br)(Br)Br.C(N(CC)CC)C.